This data is from Forward reaction prediction with 1.9M reactions from USPTO patents (1976-2016). The task is: Predict the product of the given reaction. Given the reactants [N+:1]([C:4]1[CH:9]=[CH:8][C:7]([C:10]2[CH:15]=[CH:14][C:13]([C:16](=[O:28])[CH2:17][C:18]3([C:24]([O:26][CH3:27])=[O:25])[CH2:23][CH2:22][O:21][CH2:20][CH2:19]3)=[CH:12][CH:11]=2)=[CH:6][CH:5]=1)([O-])=O.Cl, predict the reaction product. The product is: [NH2:1][C:4]1[CH:5]=[CH:6][C:7]([C:10]2[CH:11]=[CH:12][C:13]([C:16](=[O:28])[CH2:17][C:18]3([C:24]([O:26][CH3:27])=[O:25])[CH2:19][CH2:20][O:21][CH2:22][CH2:23]3)=[CH:14][CH:15]=2)=[CH:8][CH:9]=1.